From a dataset of Catalyst prediction with 721,799 reactions and 888 catalyst types from USPTO. Predict which catalyst facilitates the given reaction. (1) Reactant: [C:1]([O:4][C@@H:5]1[C@@H:12]([O:13][CH2:14][C:15]2[CH:20]=[CH:19][CH:18]=[CH:17][CH:16]=2)[C@H:11]([O:21][CH2:22][C:23]2[CH:28]=[CH:27][CH:26]=[CH:25][CH:24]=2)[C@@H:10]([CH2:29][O:30]CC2C=CC(Cl)=CC=2)[O:9][C@H:6]1[O:7][CH3:8])(=[O:3])[CH3:2].N1CCOCC1.[O-]P([O-])([O-])=O.[K+].[K+].[K+].Cl[Sn](Cl)(Cl)Cl. Product: [C:1]([O:4][C@@H:5]1[C@@H:12]([O:13][CH2:14][C:15]2[CH:20]=[CH:19][CH:18]=[CH:17][CH:16]=2)[C@H:11]([O:21][CH2:22][C:23]2[CH:24]=[CH:25][CH:26]=[CH:27][CH:28]=2)[C@@H:10]([CH2:29][OH:30])[O:9][C@H:6]1[O:7][CH3:8])(=[O:3])[CH3:2]. The catalyst class is: 318. (2) Reactant: [Br:1][C:2]1[CH:19]=[CH:18][C:5]([O:6][CH2:7][CH:8]2[CH2:13][CH2:12][N:11]([CH2:14][CH:15](O)[CH3:16])[CH2:10][CH2:9]2)=[CH:4][CH:3]=1.COCCN(S(F)(F)[F:30])CCOC.C([O-])(O)=O.[Na+]. Product: [Br:1][C:2]1[CH:19]=[CH:18][C:5]([O:6][CH2:7][CH:8]2[CH2:13][CH2:12][N:11]([CH2:14][CH:15]([F:30])[CH3:16])[CH2:10][CH2:9]2)=[CH:4][CH:3]=1. The catalyst class is: 2. (3) Product: [NH2:27][C:23]1[N:22]=[C:21]([NH2:28])[C:20]2[C:25](=[CH:26][C:17]([N:4]3[C:5]4[CH2:6][C:7]([CH3:13])([CH3:12])[CH2:8][C:9](=[O:11])[C:10]=4[C:2]([CH3:1])=[CH:3]3)=[CH:18][CH:19]=2)[N:24]=1. Reactant: [CH3:1][C:2]1[C:10]2[C:9](=[O:11])[CH2:8][C:7]([CH3:13])([CH3:12])[CH2:6][C:5]=2[NH:4][CH:3]=1.[H-].[Na+].F[C:17]1[CH:26]=[C:25]2[C:20]([C:21]([NH2:28])=[N:22][C:23]([NH2:27])=[N:24]2)=[CH:19][CH:18]=1.C([O-])(O)=O.[Na+]. The catalyst class is: 44. (4) Reactant: Br[C:2]1[CH:7]=[C:6]([F:8])[C:5]([Cl:9])=[CH:4][C:3]=1[F:10].C([Mg]Br)(C)C.C(O[B:20]1[O:24][C:23]([CH3:26])([CH3:25])[C:22]([CH3:28])([CH3:27])[O:21]1)(C)C.[Cl-].[NH4+]. Product: [Cl:9][C:5]1[C:6]([F:8])=[CH:7][C:2]([B:20]2[O:24][C:23]([CH3:26])([CH3:25])[C:22]([CH3:28])([CH3:27])[O:21]2)=[C:3]([F:10])[CH:4]=1. The catalyst class is: 1. (5) Reactant: [CH3:1][CH2:2][CH2:3][CH2:4][CH2:5][CH2:6][CH2:7][CH2:8][CH2:9][CH2:10][CH2:11][CH2:12][CH2:13][N+:14]([CH2:17][C:18]1[CH:19]=[CH:20][CH:21]=[CH:22][CH:23]=1)([CH3:16])[CH3:15].[C:24]([OH:32])(=[O:31])[C:25]1[CH:30]=[CH:29][CH:28]=[CH:27][CH:26]=1.[OH2:33]. Product: [CH3:1][CH2:2][CH2:3][CH2:4][CH2:5][CH2:6][CH2:7][CH2:8][CH2:9][CH2:10][CH2:11][CH2:12][CH2:13][N+:14]([CH2:17][C:18]1[CH:19]=[CH:20][CH:21]=[CH:22][CH:23]=1)([CH3:16])[CH3:15].[C:24]([O-:32])(=[O:31])[C:25]1[C:30](=[CH:29][CH:28]=[CH:27][CH:26]=1)[OH:33]. The catalyst class is: 21. (6) Reactant: [NH2:1][C:2]1[CH:18]=[CH:17][C:5]([C:6]([C:8]2[CH:16]=[CH:15][CH:14]=[CH:13][C:9]=2[C:10]([OH:12])=[O:11])=[O:7])=[CH:4][C:3]=1[N+:19]([O-:21])=[O:20].C(=O)([O-])[O-].[K+].[K+].[CH2:28](Br)[C:29]1[CH:34]=[CH:33][CH:32]=[CH:31][CH:30]=1. Product: [NH2:1][C:2]1[CH:18]=[CH:17][C:5]([C:6]([C:8]2[CH:16]=[CH:15][CH:14]=[CH:13][C:9]=2[C:10]([O:12][CH2:28][C:29]2[CH:34]=[CH:33][CH:32]=[CH:31][CH:30]=2)=[O:11])=[O:7])=[CH:4][C:3]=1[N+:19]([O-:21])=[O:20]. The catalyst class is: 9. (7) Reactant: FC(F)(F)C([N:5]1[CH2:11][CH2:10][C:9]2[CH:12]=[CH:13][C:14]([NH:16][S:17]([C:20]3[CH:25]=[CH:24][C:23]([C:26]([F:29])([F:28])[F:27])=[CH:22][CH:21]=3)(=[O:19])=[O:18])=[CH:15][C:8]=2[CH2:7][CH2:6]1)=O.C(=O)([O-])[O-].[K+].[K+]. Product: [CH2:10]1[C:9]2[CH:12]=[CH:13][C:14]([NH:16][S:17]([C:20]3[CH:25]=[CH:24][C:23]([C:26]([F:28])([F:29])[F:27])=[CH:22][CH:21]=3)(=[O:19])=[O:18])=[CH:15][C:8]=2[CH2:7][CH2:6][NH:5][CH2:11]1. The catalyst class is: 5. (8) Reactant: Cl[C:2]1[N:3]=[N:4][CH:5]=[C:6]([Cl:9])[C:7]=1Cl.CC1C=CC(S(O)(=O)=O)=CC=1.[Cl:21][C:22]1[CH:23]=[C:24]([CH:29]2[CH2:34][CH2:33][NH:32][CH2:31][CH2:30]2)[CH:25]=[C:26]([Cl:28])[CH:27]=1.C(=O)([O-])[O-].[K+].[K+].[NH2:41][NH2:42]. Product: [Cl:9][C:6]1[C:7]([N:32]2[CH2:31][CH2:30][CH:29]([C:24]3[CH:25]=[C:26]([Cl:28])[CH:27]=[C:22]([Cl:21])[CH:23]=3)[CH2:34][CH2:33]2)=[CH:2][N:3]=[N:4][C:5]=1[NH:41][NH2:42]. The catalyst class is: 872.